Dataset: Experimentally validated miRNA-target interactions with 360,000+ pairs, plus equal number of negative samples. Task: Binary Classification. Given a miRNA mature sequence and a target amino acid sequence, predict their likelihood of interaction. (1) The miRNA is hsa-miR-516a-3p with sequence UGCUUCCUUUCAGAGGGU. The protein sequence of the target gene is MVKMTKSKTFQAYLPHCHRTYSCIHCRAHLANHDELISKSFQGSQGRAYLFNSVVNVGCGPAEERVLLTGLHAVADIYCENCKTTLGWKYEHAFESSQKYKEGKFIIELAHMIKDNGW. Result: 0 (no interaction). (2) The miRNA is hsa-miR-6873-5p with sequence CAGAGGGAAUACAGAGGGCAAU. The protein sequence of the target gene is MSNSHPLRPFTAVGEIDHVHILSEHIGALLIGEEYGDVTFVVEKKRFPAHRVILAARCQYFRALLYGGMRESQPEAEIPLQDTTAEAFTMLLKYIYTGRATLTDEKEEVLLDFLSLAHKYGFPELEDSTSEYLCTILNIQNVCMTFDVASLYSLPKLTCMCCMFMDRNAQEVLSSEGFLSLSKTALLNIVLRDSFAAPEKDIFLALLNWCKHNSKENHAEIMQAVRLPLMSLTELLNVVRPSGLLSPDAILDAIKVRSESRDMDLNYRGMLIPEENIATMKYGAQVVKGELKSALLDGDT.... Result: 1 (interaction).